Dataset: Peptide-MHC class II binding affinity with 134,281 pairs from IEDB. Task: Regression. Given a peptide amino acid sequence and an MHC pseudo amino acid sequence, predict their binding affinity value. This is MHC class II binding data. (1) The peptide sequence is SQDLELSWNLMGLQAY. The MHC is DRB1_1302 with pseudo-sequence DRB1_1302. The binding affinity (normalized) is 0.600. (2) The MHC is HLA-DQA10301-DQB10302 with pseudo-sequence HLA-DQA10301-DQB10302. The peptide sequence is EHELYVAVLSNALHR. The binding affinity (normalized) is 0.350. (3) The peptide sequence is DLDDEQEILNYMSPH. The MHC is DRB1_0901 with pseudo-sequence DRB1_0901. The binding affinity (normalized) is 0.277. (4) The peptide sequence is FPGGKCSGITVSSTY. The MHC is DRB1_0404 with pseudo-sequence DRB1_0404. The binding affinity (normalized) is 0.0504. (5) The peptide sequence is AFKVAHTAANAAPAN. The MHC is DRB1_0802 with pseudo-sequence DRB1_0802. The binding affinity (normalized) is 0.730. (6) The peptide sequence is FNIQYVNYWFAPGAA. The MHC is HLA-DPA10301-DPB10402 with pseudo-sequence HLA-DPA10301-DPB10402. The binding affinity (normalized) is 0.235.